From a dataset of Reaction yield outcomes from USPTO patents with 853,638 reactions. Predict the reaction yield, written as a fraction of the theoretical maximum amount of product (1.0 means a 100% yield; for example, 0.34 means a 34% yield). (1) The reactants are C(OC(=O)[NH:7][C:8]1[S:9][C:10]2[CH2:19][CH2:18][CH:17]([C:20]([F:23])([F:22])[F:21])[C:16]3[C:12](=[CH:13][N:14]([CH2:24][C:25]4[CH:30]=[CH:29][C:28]([O:31][CH3:32])=[CH:27][CH:26]=4)[N:15]=3)[C:11]=2[N:33]=1)(C)(C)C. The catalyst is C(O)(C(F)(F)F)=O.C(Cl)Cl. The product is [CH3:32][O:31][C:28]1[CH:27]=[CH:26][C:25]([CH2:24][N:14]2[CH:13]=[C:12]3[C:16]([CH:17]([C:20]([F:22])([F:23])[F:21])[CH2:18][CH2:19][C:10]4[S:9][C:8]([NH2:7])=[N:33][C:11]=43)=[N:15]2)=[CH:30][CH:29]=1. The yield is 0.940. (2) The yield is 0.330. The product is [OH:28][CH:25]1[CH2:24][CH2:23][CH:22]([NH:21][C:15]2[CH:14]=[C:13]([N:9]3[C:10]4[C:6](=[CH:5][CH:4]=[C:3]([O:2][CH3:1])[CH:11]=4)[CH:7]=[CH:8]3)[CH:20]=[CH:19][C:16]=2[C:17]#[N:18])[CH2:27][CH2:26]1. The catalyst is CCOC(C)=O. The reactants are [CH3:1][O:2][C:3]1[CH:11]=[C:10]2[C:6]([CH:7]=[CH:8][NH:9]2)=[CH:5][CH:4]=1.F[C:13]1[CH:20]=[CH:19][C:16]([C:17]#[N:18])=[C:15]([NH:21][CH:22]2[CH2:27][CH2:26][CH:25]([OH:28])[CH2:24][CH2:23]2)[CH:14]=1.[H-].[Na+]. (3) The reactants are [CH3:1][O:2][C:3]1[CH:31]=[CH:30][C:6]([CH2:7][N:8]2[C:12]3=[N:13][CH:14]=[CH:15][C:16]([O:17][C:18]4[CH:23]=[C:22]([Cl:24])[C:21]([N+:25]([O-])=O)=[CH:20][C:19]=4[F:28])=[C:11]3[C:10]([CH3:29])=[N:9]2)=[CH:5][CH:4]=1. The catalyst is CCOC(C)=O.C([O-])([O-])=O.[Na+].[Na+]. The product is [CH3:1][O:2][C:3]1[CH:4]=[CH:5][C:6]([CH2:7][N:8]2[C:12]3=[N:13][CH:14]=[CH:15][C:16]([O:17][C:18]4[C:19]([F:28])=[CH:20][C:21]([NH2:25])=[C:22]([Cl:24])[CH:23]=4)=[C:11]3[C:10]([CH3:29])=[N:9]2)=[CH:30][CH:31]=1. The yield is 0.850. (4) The reactants are [Cl:1][C:2]1[C:7]([CH3:8])=[C:6]([O:9][C@H:10]2[CH2:15][CH2:14][NH:13][CH2:12][C@H:11]2[F:16])[N:5]=[CH:4][N:3]=1.C(N(CC)CC)C.[C:24](=O)([O:30]C1C=CC([N+]([O-])=O)=CC=1)[O:25][C:26]1([CH3:29])[CH2:28][CH2:27]1. The catalyst is ClCCl. The product is [Cl:1][C:2]1[N:3]=[CH:4][N:5]=[C:6]([O:9][C@H:10]2[CH2:15][CH2:14][N:13]([C:24]([O:25][C:26]3([CH3:29])[CH2:28][CH2:27]3)=[O:30])[CH2:12][C@H:11]2[F:16])[C:7]=1[CH3:8]. The yield is 0.640. (5) The reactants are [NH2:1][C:2]1[N:7]=[C:6]([Cl:8])[C:5]([Br:9])=[C:4](Cl)[N:3]=1.[Cl:11][C:12]1[CH:13]=[CH:14][C:15]([O:21][CH3:22])=[C:16](B(O)O)[CH:17]=1.C1(P(C2C=CC=CC=2)C2C=CC=CC=2)C=CC=CC=1.C(=O)([O-])[O-].[Na+].[Na+]. The catalyst is O.C([O-])(=O)C.[Pd+2].C([O-])(=O)C.C(COC)OC. The product is [Br:9][C:5]1[C:6]([Cl:8])=[N:7][C:2]([NH2:1])=[N:3][C:4]=1[C:14]1[CH:13]=[C:12]([Cl:11])[CH:17]=[CH:16][C:15]=1[O:21][CH3:22]. The yield is 0.230. (6) The reactants are [C:1]([NH:4][C:5]1[S:6][C:7]([C:12]([O:14][CH2:15][CH3:16])=[O:13])=[C:8]([CH2:10]Cl)[N:9]=1)(=[O:3])[CH3:2].C1(P(C2C=CC=CC=2)C2C=CC=CC=2)C=CC=CC=1.CC(C)([O-])C.[K+].[N+:42]([C:45]1[CH:52]=[CH:51][C:48]([CH:49]=O)=[CH:47][CH:46]=1)([O-:44])=[O:43]. The catalyst is CN(C)C=O. The product is [C:1]([NH:4][C:5]1[S:6][C:7]([C:12]([O:14][CH2:15][CH3:16])=[O:13])=[C:8](/[CH:10]=[CH:49]/[C:48]2[CH:51]=[CH:52][C:45]([N+:42]([O-:44])=[O:43])=[CH:46][CH:47]=2)[N:9]=1)(=[O:3])[CH3:2]. The yield is 0.727. (7) The reactants are O[C@@H]([C@H](O)C(O)=O)C(O)=O.[CH3:11][C@@H:12]1[CH2:17][CH2:16][NH:15][CH2:14][C@@H:13]1[C:18]([O:20]CC)=[O:19].Cl.C([O-])(O)=O.[Na+].[C:29](O[C:29]([O:31][C:32]([CH3:35])([CH3:34])[CH3:33])=[O:30])([O:31][C:32]([CH3:35])([CH3:34])[CH3:33])=[O:30]. The catalyst is CCCCCCC.O.CCOCC.O1CCOCC1. The product is [C:32]([O:31][C:29]([N:15]1[CH2:16][CH2:17][C@@H:12]([CH3:11])[C@@H:13]([C:18]([OH:20])=[O:19])[CH2:14]1)=[O:30])([CH3:35])([CH3:34])[CH3:33]. The yield is 0.890.